Dataset: Full USPTO retrosynthesis dataset with 1.9M reactions from patents (1976-2016). Task: Predict the reactants needed to synthesize the given product. (1) Given the product [C:15]1([CH2:14][C:13]([NH:12][C:8]2[CH:7]=[N:6][C:5]3[C:10](=[CH:11][C:2]([C:30]4[CH:35]=[N:34][CH:33]=[C:32]([NH:36][S:37]([C:40]5[CH:41]=[CH:42][CH:43]=[CH:44][CH:45]=5)(=[O:39])=[O:38])[CH:31]=4)=[CH:3][CH:4]=3)[N:9]=2)=[O:21])[CH:20]=[CH:19][CH:18]=[CH:17][CH:16]=1, predict the reactants needed to synthesize it. The reactants are: Br[C:2]1[CH:11]=[C:10]2[C:5]([N:6]=[CH:7][C:8]([NH:12][C:13](=[O:21])[CH2:14][C:15]3[CH:20]=[CH:19][CH:18]=[CH:17][CH:16]=3)=[N:9]2)=[CH:4][CH:3]=1.CC1(C)C(C)(C)OB([C:30]2[CH:31]=[C:32]([NH:36][S:37]([C:40]3[CH:45]=[CH:44][CH:43]=[CH:42][CH:41]=3)(=[O:39])=[O:38])[CH:33]=[N:34][CH:35]=2)O1.O. (2) Given the product [NH2:21][CH2:20][CH2:19][CH2:18][N:15]1[CH2:16][CH2:17][C:12]2[C:11]([C:23]([F:26])([F:25])[F:24])=[N:10][N:9]([C:6]3[CH:7]=[CH:8][C:3]([O:2][CH3:1])=[CH:4][CH:5]=3)[C:13]=2[C:14]1=[O:22], predict the reactants needed to synthesize it. The reactants are: [CH3:1][O:2][C:3]1[CH:8]=[CH:7][C:6]([N:9]2[C:13]3[C:14](=[O:22])[N:15]([CH2:18][CH2:19][C:20]#[N:21])[CH2:16][CH2:17][C:12]=3[C:11]([C:23]([F:26])([F:25])[F:24])=[N:10]2)=[CH:5][CH:4]=1.C(O)(=O)C. (3) Given the product [OH:31][C:27]1[C:28]([CH3:30])=[CH:29][C:24]([C:14]2([C:10]3[CH:11]=[C:12]([CH3:13])[C:7]([OH:6])=[C:8]([CH3:40])[CH:9]=3)[C:22]3[C:17](=[CH:18][CH:19]=[CH:20][CH:21]=3)[N:16]([C:44]3[CH:49]=[CH:48][C:47]([CH3:50])=[CH:46][CH:45]=3)[C:15]2=[O:23])=[CH:25][C:26]=1[CH3:39], predict the reactants needed to synthesize it. The reactants are: C([Si](C)(C)[O:6][C:7]1[C:12]([CH3:13])=[CH:11][C:10]([C:14]2([C:24]3[CH:29]=[C:28]([CH3:30])[C:27]([O:31][Si](C(C)(C)C)(C)C)=[C:26]([CH3:39])[CH:25]=3)[C:22]3[C:17](=[CH:18][CH:19]=[CH:20][CH:21]=3)[NH:16][C:15]2=[O:23])=[CH:9][C:8]=1[CH3:40])(C)(C)C.B(O)(O)[C:44]1[CH:45]=[CH:46][C:47]([CH3:50])=[CH:48][CH:49]=1.C(N(CC)CC)C.[F-].C([N+](CCCC)(CCCC)CCCC)CCC.Cl. (4) Given the product [ClH:1].[ClH:26].[Cl:1][C:2]1[CH:3]=[C:4]2[C:9](=[CH:10][CH:11]=1)[CH:8]=[C:7]([S:12]([CH2:15][CH2:16][C:17]([N:19]1[CH2:20][CH2:21][N:22]([CH2:27][C:28]3[N:29]([CH3:35])/[C:30](=[N:33]/[CH3:34])/[S:31][CH:32]=3)[CH2:23][CH2:24]1)=[O:18])(=[O:14])=[O:13])[CH:6]=[CH:5]2, predict the reactants needed to synthesize it. The reactants are: [Cl:1][C:2]1[CH:3]=[C:4]2[C:9](=[CH:10][CH:11]=1)[CH:8]=[C:7]([S:12]([CH2:15][CH2:16][C:17]([N:19]1[CH2:24][CH2:23][NH:22][CH2:21][CH2:20]1)=[O:18])(=[O:14])=[O:13])[CH:6]=[CH:5]2.Cl.[Cl:26][CH2:27][C:28]1[N:29]([CH3:35])/[C:30](=[N:33]/[CH3:34])/[S:31][CH:32]=1.C(=O)([O-])[O-].[K+].[K+].Cl. (5) Given the product [C:52]1([C:55]2[CH:56]=[CH:57][CH:58]=[CH:59][CH:60]=2)[CH:53]=[CH:54][C:49]([C:29]2[CH:30]=[C:31]3[C:35](=[C:27]([C:25]([NH2:24])=[O:26])[CH:28]=2)[NH:34][CH:33]=[C:32]3[CH:36]2[CH2:37][CH2:38][NH:39][CH2:40][CH2:41]2)=[CH:50][CH:51]=1, predict the reactants needed to synthesize it. The reactants are: N1CCC(C2C3C(=C(C(N)=O)C=C(C4SC=CC=4)C=3)NC=2)CC1.[NH2:24][C:25]([C:27]1[CH:28]=[C:29]([C:49]2[CH:54]=[CH:53][C:52]([C:55]3[CH:60]=[CH:59][CH:58]=[CH:57][CH:56]=3)=[CH:51][CH:50]=2)[CH:30]=[C:31]2[C:35]=1[NH:34][CH:33]=[C:32]2[CH:36]1[CH2:41][CH2:40][N:39](C(OC(C)(C)C)=O)[CH2:38][CH2:37]1)=[O:26].Cl. (6) Given the product [Cl:1][C:2]1[C:7]2=[N:8][CH:9]=[C:10]([O:12][CH2:13][CH2:14][N:18]3[CH2:17][CH2:16][CH2:33][C:32]3=[O:31])[N:11]=[C:6]2[CH:5]=[CH:4][N:3]=1, predict the reactants needed to synthesize it. The reactants are: [Cl:1][C:2]1[C:7]2=[N:8][CH:9]=[C:10]([O:12][CH2:13][C:14]3O[CH:16]=[CH:17][N:18]=3)[N:11]=[C:6]2[CH:5]=[CH:4][N:3]=1.ClC1N=C2C=CN=C(Cl)C2=NC=1.[OH:31][CH2:32][CH2:33]N1CCCC1=O.